Dataset: Full USPTO retrosynthesis dataset with 1.9M reactions from patents (1976-2016). Task: Predict the reactants needed to synthesize the given product. (1) Given the product [F:28][C:22]([F:27])([S:23]([O-:26])(=[O:24])=[O:25])[CH:21]([O:20][C:17]([C:12]1[CH:11]=[CH:10][C:9]2[C:14](=[CH:15][CH:16]=[C:7]([O:6][C:1](=[O:5])[C:2]([CH3:4])=[CH2:3])[CH:8]=2)[CH:13]=1)=[O:18])[C:29]([F:30])([F:32])[F:31].[C:46]1([S+:39]([C:33]2[CH:34]=[CH:35][CH:36]=[CH:37][CH:38]=2)[C:40]2[CH:45]=[CH:44][CH:43]=[CH:42][CH:41]=2)[CH:47]=[CH:48][CH:49]=[CH:50][CH:51]=1, predict the reactants needed to synthesize it. The reactants are: [C:1]([O:6][C:7]1[CH:8]=[C:9]2[C:14](=[CH:15][CH:16]=1)[CH:13]=[C:12]([C:17](Cl)=[O:18])[CH:11]=[CH:10]2)(=[O:5])[C:2]([CH3:4])=[CH2:3].[OH:20][CH:21]([C:29]([F:32])([F:31])[F:30])[C:22]([F:28])([F:27])[S:23]([O-:26])(=[O:25])=[O:24].[C:33]1([S+:39]([C:46]2[CH:51]=[CH:50][CH:49]=[CH:48][CH:47]=2)[C:40]2[CH:45]=[CH:44][CH:43]=[CH:42][CH:41]=2)[CH:38]=[CH:37][CH:36]=[CH:35][CH:34]=1.C(N(CC)CC)C.Cl. (2) Given the product [F:1][C:2]1[CH:3]=[C:4]([CH:16]=[C:17]([F:19])[CH:18]=1)[CH2:5][CH:6]1[CH2:7][CH:8]([C:9]([O:11][CH3:12])=[O:10])[CH2:13][CH2:14][NH:15]1, predict the reactants needed to synthesize it. The reactants are: [F:1][C:2]1[CH:3]=[C:4]([CH:16]=[C:17]([F:19])[CH:18]=1)[CH2:5][C:6]1[CH:7]=[C:8]([CH:13]=[CH:14][N:15]=1)[C:9]([O:11][CH3:12])=[O:10]. (3) The reactants are: C[OH:2].C(O[C:11]1[C:12]([CH3:30])=[C:13]([CH3:29])[C:14]([NH:18][C:19](=[O:28])[CH2:20][O:21][C:22]2[CH:27]=[CH:26][CH:25]=[CH:24][CH:23]=2)=[N:15][C:16]=1[CH3:17])C1C=CC=CC=1. Given the product [OH:2][C:12]1([CH3:30])[CH:11]=[C:16]([CH3:17])[N:15]=[C:14]([NH:18][C:19](=[O:28])[CH2:20][O:21][C:22]2[CH:27]=[CH:26][CH:25]=[CH:24][CH:23]=2)[CH:13]1[CH3:29], predict the reactants needed to synthesize it. (4) Given the product [NH2:1][C:4]1[CH:12]=[CH:11][C:10]2[NH:9][C:8]3[CH2:13][CH2:14][N:15]([C:18]([O:20][C:21]([CH3:24])([CH3:23])[CH3:22])=[O:19])[CH2:16][CH2:17][C:7]=3[C:6]=2[CH:5]=1, predict the reactants needed to synthesize it. The reactants are: [N+:1]([C:4]1[CH:12]=[CH:11][C:10]2[NH:9][C:8]3[CH2:13][CH2:14][N:15]([C:18]([O:20][C:21]([CH3:24])([CH3:23])[CH3:22])=[O:19])[CH2:16][CH2:17][C:7]=3[C:6]=2[CH:5]=1)([O-])=O.[Cl-].[Ca+2].[Cl-].